The task is: Regression. Given a peptide amino acid sequence and an MHC pseudo amino acid sequence, predict their binding affinity value. This is MHC class II binding data.. This data is from Peptide-MHC class II binding affinity with 134,281 pairs from IEDB. (1) The peptide sequence is LMCEIEGHHLASAAI. The MHC is DRB1_0802 with pseudo-sequence DRB1_0802. The binding affinity (normalized) is 0.442. (2) The peptide sequence is TLWQRPLVTIKIGGQLTEAL. The MHC is HLA-DPA10103-DPB10401 with pseudo-sequence HLA-DPA10103-DPB10401. The binding affinity (normalized) is 0.295.